This data is from NCI-60 drug combinations with 297,098 pairs across 59 cell lines. The task is: Regression. Given two drug SMILES strings and cell line genomic features, predict the synergy score measuring deviation from expected non-interaction effect. (1) Drug 1: C1CC(C1)(C(=O)O)C(=O)O.[NH2-].[NH2-].[Pt+2]. Drug 2: C1CC(=O)NC(=O)C1N2C(=O)C3=CC=CC=C3C2=O. Cell line: RXF 393. Synergy scores: CSS=-1.49, Synergy_ZIP=0.888, Synergy_Bliss=1.20, Synergy_Loewe=0.442, Synergy_HSA=-0.715. (2) Drug 1: CC(CN1CC(=O)NC(=O)C1)N2CC(=O)NC(=O)C2. Drug 2: C#CCC(CC1=CN=C2C(=N1)C(=NC(=N2)N)N)C3=CC=C(C=C3)C(=O)NC(CCC(=O)O)C(=O)O. Cell line: BT-549. Synergy scores: CSS=4.63, Synergy_ZIP=-3.31, Synergy_Bliss=-3.17, Synergy_Loewe=-1.35, Synergy_HSA=-2.23. (3) Drug 1: CN(CCCl)CCCl.Cl. Drug 2: CC(C)CN1C=NC2=C1C3=CC=CC=C3N=C2N. Cell line: PC-3. Synergy scores: CSS=23.4, Synergy_ZIP=-2.13, Synergy_Bliss=3.47, Synergy_Loewe=1.90, Synergy_HSA=2.04. (4) Cell line: MOLT-4. Synergy scores: CSS=63.2, Synergy_ZIP=-1.93, Synergy_Bliss=-0.655, Synergy_Loewe=-4.48, Synergy_HSA=0.563. Drug 2: CN(CC1=CN=C2C(=N1)C(=NC(=N2)N)N)C3=CC=C(C=C3)C(=O)NC(CCC(=O)O)C(=O)O. Drug 1: C1=NC2=C(N1)C(=S)N=C(N2)N.